Dataset: Catalyst prediction with 721,799 reactions and 888 catalyst types from USPTO. Task: Predict which catalyst facilitates the given reaction. (1) Product: [F:21][C:15]1[CH:16]=[C:17]([F:20])[CH:18]=[C:19]2[C:14]=1[N:13]=[CH:12][C:11](=[O:22])[N:10]2[CH2:9][CH2:8][N:5]1[CH2:4][CH2:3][CH:2]([NH:1][CH2:34][C:32]2[CH:31]=[CH:30][C:27]3[O:28][CH2:29][C:24](=[O:23])[NH:25][C:26]=3[N:33]=2)[CH2:7][CH2:6]1. The catalyst class is: 125. Reactant: [NH2:1][CH:2]1[CH2:7][CH2:6][N:5]([CH2:8][CH2:9][N:10]2[C:19]3[C:14](=[C:15]([F:21])[CH:16]=[C:17]([F:20])[CH:18]=3)[N:13]=[CH:12][C:11]2=[O:22])[CH2:4][CH2:3]1.[O:23]=[C:24]1[CH2:29][O:28][C:27]2[CH:30]=[CH:31][C:32]([CH:34]=O)=[N:33][C:26]=2[NH:25]1.[BH-](OC(C)=O)(OC(C)=O)OC(C)=O.[Na+]. (2) Reactant: [Cl:1][C:2]1[C:11]2[C:6](=[CH:7][CH:8]=[CH:9][CH:10]=2)[CH:5]=[C:4]([CH3:12])[C:3]=1[C@@H:13]([OH:16])[CH2:14][OH:15].C([Sn](=O)CCCC)CCC.[C:27]1([CH3:37])[CH:32]=[CH:31][C:30]([S:33](Cl)(=[O:35])=[O:34])=[CH:29][CH:28]=1.CCN(CC)CC. Product: [CH3:37][C:27]1[CH:32]=[CH:31][C:30]([S:33]([O:15][CH2:14][C@@H:13]([C:3]2[C:4]([CH3:12])=[CH:5][C:6]3[C:11](=[CH:10][CH:9]=[CH:8][CH:7]=3)[C:2]=2[Cl:1])[OH:16])(=[O:35])=[O:34])=[CH:29][CH:28]=1. The catalyst class is: 2. (3) Reactant: [CH2:1]([NH:7][C:8]1[S:9][CH:10]=[C:11]([C:13]2[CH:18]=[CH:17][CH:16]=[CH:15][CH:14]=2)[N:12]=1)[CH2:2][CH2:3][CH2:4][CH2:5][CH3:6].[H-].[Na+].Cl[CH2:22][C:23]1[CH:42]=[CH:41][C:26]([CH2:27][O:28][C:29]2[CH:34]=[CH:33][C:32]([CH2:35][CH2:36][C:37]([O:39][CH3:40])=[O:38])=[CH:31][CH:30]=2)=[CH:25][CH:24]=1.Cl. Product: [CH2:1]([N:7]([CH2:22][C:23]1[CH:42]=[CH:41][C:26]([CH2:27][O:28][C:29]2[CH:34]=[CH:33][C:32]([CH2:35][CH2:36][C:37]([O:39][CH3:40])=[O:38])=[CH:31][CH:30]=2)=[CH:25][CH:24]=1)[C:8]1[S:9][CH:10]=[C:11]([C:13]2[CH:18]=[CH:17][CH:16]=[CH:15][CH:14]=2)[N:12]=1)[CH2:2][CH2:3][CH2:4][CH2:5][CH3:6]. The catalyst class is: 9. (4) Reactant: [OH:1][C:2]1[CH:9]=[CH:8][C:5]([CH:6]=[O:7])=[CH:4][CH:3]=1.[F:10][C:11]1[CH:12]=[C:13]([CH:16]=[C:17]([F:19])[CH:18]=1)[C:14]#[N:15].C(=O)([O-])[O-].[K+].[K+]. The catalyst class is: 3. Product: [F:10][C:11]1[CH:12]=[C:13]([CH:16]=[C:17]([F:19])[C:18]=1[O:1][C:2]1[CH:9]=[CH:8][C:5]([CH:6]=[O:7])=[CH:4][CH:3]=1)[C:14]#[N:15]. (5) Reactant: [Br:1][C:2]1[C:3]([CH3:12])=[C:4]([CH:7]=[C:8]([CH3:11])[C:9]=1[CH3:10])C=O.O.C1(C)C=CC(S(O)(=O)=[O:21])=CC=1.OO.S([O-])([O-])=O.[Na+].[Na+]. Product: [Br:1][C:2]1[C:3]([CH3:12])=[C:4]([OH:21])[CH:7]=[C:8]([CH3:11])[C:9]=1[CH3:10]. The catalyst class is: 36. (6) Reactant: Cl.[Cl:2][C:3]1[CH:4]=[N:5][N:6]([CH2:8]Cl)[CH:7]=1.[CH2:10]([CH:13]([C:16]#[N:17])[C:14]#[N:15])[CH:11]=[CH2:12].C(=O)([O-])[O-].[K+].[K+].O. Product: [CH2:10]([C:13]([CH2:8][N:6]1[CH:7]=[C:3]([Cl:2])[CH:4]=[N:5]1)([C:16]#[N:17])[C:14]#[N:15])[CH:11]=[CH2:12]. The catalyst class is: 9. (7) Reactant: [CH3:1][C:2]1([CH3:18])[C:7]([C:8]2[CH:9]=[N:10][C:11]([CH3:17])=[C:12]([N+:14]([O-:16])=[O:15])[CH:13]=2)=[CH:6][CH2:5][NH:4][CH2:3]1.C=O.[C:21](O[BH-](OC(=O)C)OC(=O)C)(=O)C.[Na+]. Product: [CH3:21][N:4]1[CH2:5][CH:6]=[C:7]([C:8]2[CH:9]=[N:10][C:11]([CH3:17])=[C:12]([N+:14]([O-:16])=[O:15])[CH:13]=2)[C:2]([CH3:18])([CH3:1])[CH2:3]1. The catalyst class is: 2. (8) Reactant: Br[C:2]1[C:3]([O:15][C:16]2[C:21]([F:22])=[CH:20][CH:19]=[CH:18][C:17]=2[F:23])=[CH:4][C:5]([NH:8][C:9]2[S:10][CH:11]=[C:12]([CH3:14])[N:13]=2)=[N:6][CH:7]=1.C[Li].C([Li])CCC.[C:31]1([S:37][S:37][C:31]2[CH:36]=[CH:35][CH:34]=[CH:33][CH:32]=2)[CH:36]=[CH:35][CH:34]=[CH:33][CH:32]=1.[NH4+].[Cl-:46]. Product: [ClH:46].[F:23][C:17]1[CH:18]=[CH:19][CH:20]=[C:21]([F:22])[C:16]=1[O:15][C:3]1[C:2]([S:37][C:31]2[CH:36]=[CH:35][CH:34]=[CH:33][CH:32]=2)=[CH:7][N:6]=[C:5]([NH:8][C:9]2[S:10][CH:11]=[C:12]([CH3:14])[N:13]=2)[CH:4]=1. The catalyst class is: 1. (9) The catalyst class is: 99. Reactant: [F:1][C:2]1[C:11]2[O:10][CH2:9][CH2:8][NH:7][C:6]=2[C:5]([N+:12]([O-])=O)=[CH:4][CH:3]=1. Product: [F:1][C:2]1[C:11]2[O:10][CH2:9][CH2:8][NH:7][C:6]=2[C:5]([NH2:12])=[CH:4][CH:3]=1. (10) Reactant: Cl[C:2]([O:4][C:5]1[CH:10]=[CH:9][CH:8]=[CH:7][CH:6]=1)=[O:3].[NH2:11][C:12]1[C:13]([O:26][CH3:27])=[C:14]([CH:19]=[C:20]([C:22]([CH3:25])([CH3:24])[CH3:23])[CH:21]=1)[C:15]([O:17][CH3:18])=[O:16].C([O-])(O)=O.[Na+]. Product: [C:22]([C:20]1[CH:21]=[C:12]([NH:11][C:2]([O:4][C:5]2[CH:10]=[CH:9][CH:8]=[CH:7][CH:6]=2)=[O:3])[C:13]([O:26][CH3:27])=[C:14]([CH:19]=1)[C:15]([O:17][CH3:18])=[O:16])([CH3:25])([CH3:23])[CH3:24]. The catalyst class is: 168.